This data is from CYP1A2 inhibition data for predicting drug metabolism from PubChem BioAssay. The task is: Regression/Classification. Given a drug SMILES string, predict its absorption, distribution, metabolism, or excretion properties. Task type varies by dataset: regression for continuous measurements (e.g., permeability, clearance, half-life) or binary classification for categorical outcomes (e.g., BBB penetration, CYP inhibition). Dataset: cyp1a2_veith. (1) The molecule is CCOC(=O)N1CCN(C(=O)c2ccc3nc(SCc4ccc(F)cc4)n(C)c3c2)CC1. The result is 0 (non-inhibitor). (2) The drug is Brc1ccccc1OCCOCCOc1cccc2cccnc12. The result is 1 (inhibitor). (3) The drug is CCNc1ncc2nc(C)c(=O)n(Cc3ccc(F)cc3)c2n1. The result is 1 (inhibitor). (4) The compound is O=C1S/C(=C/c2ccc(N3CCOCC3)o2)C(=O)N1Cc1ccc(F)cc1. The result is 1 (inhibitor). (5) The result is 0 (non-inhibitor). The compound is CCCc1nnc(SCC(=O)N2C(C)CCCC2C)n1CCCOC. (6) The drug is COCCNc1ncnc2ccc(-c3ccc(C(=O)N(C)C)cc3)cc12. The result is 0 (non-inhibitor).